From a dataset of Full USPTO retrosynthesis dataset with 1.9M reactions from patents (1976-2016). Predict the reactants needed to synthesize the given product. (1) Given the product [Cl:10][C:11]1[CH:19]=[CH:18][C:17]([S:20]([CH:2]([CH3:3])[CH3:1])(=[O:22])=[O:21])=[CH:16][C:12]=1[C:13]([OH:15])=[O:14], predict the reactants needed to synthesize it. The reactants are: [C:1](O)(=O)[C:2]1C=CC=C[CH:3]=1.[Cl:10][C:11]1[CH:19]=[CH:18][C:17]([S:20]([OH:22])=[O:21])=[CH:16][C:12]=1[C:13]([OH:15])=[O:14].BrCC1CC1.II. (2) Given the product [C:1]([O:5][C@@H:6]([C:10]1[C:37]([CH3:38])=[N:36][C:35]2=[CH:39][C:32]3=[N:33][N:34]2[C:11]=1[N:12]1[CH2:44][CH2:43][C:15]([CH3:45])([O:16][CH2:17][CH2:18][CH2:19][CH2:20][C@H:21]([CH3:42])[O:22][C:23]2[C:28]([CH2:29][O:30][CH2:31]3)=[C:27]([F:40])[CH:26]=[C:25]([F:41])[CH:24]=2)[CH2:14][CH2:13]1)[C:7]([OH:9])=[O:8])([CH3:4])([CH3:2])[CH3:3], predict the reactants needed to synthesize it. The reactants are: [C:1]([O:5][C@@H:6]([C:10]1[C:37]([CH3:38])=[N:36][C:35]2=[CH:39][C:32]3=[N:33][N:34]2[C:11]=1[N:12]1[CH2:44][CH2:43][C:15]([CH3:45])([O:16][CH2:17][CH:18]=[CH:19][CH2:20][C@H:21]([CH3:42])[O:22][C:23]2[C:28]([CH2:29][O:30][CH2:31]3)=[C:27]([F:40])[CH:26]=[C:25]([F:41])[CH:24]=2)[CH2:14][CH2:13]1)[C:7]([OH:9])=[O:8])([CH3:4])([CH3:3])[CH3:2].[BH4-].[Na+]. (3) Given the product [CH3:45][O:44][C:42]([C:41]1[C:40]2[C:35](=[CH:36][CH:37]=[CH:38][CH:39]=2)[N:34]=[C:33]([C:46]2[CH:51]=[CH:50][CH:49]=[CH:48][CH:47]=2)[C:32]=1[CH2:31][N:27]1[CH2:28][CH2:29][CH:24]([N:21]2[CH2:22][CH2:23][N:18]([C:16]([O:15][CH2:14][CH:12]3[C:11]4[CH:10]=[CH:9][CH:8]=[CH:7][C:6]=4[C:5]4[C:13]3=[CH:1][CH:2]=[CH:3][CH:4]=4)=[O:17])[CH2:19][CH2:20]2)[CH2:25][CH2:26]1)=[O:43], predict the reactants needed to synthesize it. The reactants are: [CH:1]1[C:13]2[CH:12]([CH2:14][O:15][C:16]([N:18]3[CH2:23][CH2:22][N:21]([CH:24]4[CH2:29][CH2:28][NH:27][CH2:26][CH2:25]4)[CH2:20][CH2:19]3)=[O:17])[C:11]3[C:6](=[CH:7][CH:8]=[CH:9][CH:10]=3)[C:5]=2[CH:4]=[CH:3][CH:2]=1.Br[CH2:31][C:32]1[C:33]([C:46]2[CH:51]=[CH:50][CH:49]=[CH:48][CH:47]=2)=[N:34][C:35]2[C:40]([C:41]=1[C:42]([O:44][CH3:45])=[O:43])=[CH:39][CH:38]=[CH:37][CH:36]=2.C(N(CC)C(C)C)C.O.